Task: Predict which catalyst facilitates the given reaction.. Dataset: Catalyst prediction with 721,799 reactions and 888 catalyst types from USPTO (1) Reactant: [CH:1]1([N:7]([CH2:19][O:20][CH2:21][CH2:22][Si:23]([CH3:26])([CH3:25])[CH3:24])[S:8]([C:11]2[CH:16]=[CH:15][CH:14]=[C:13]([CH2:17][OH:18])[CH:12]=2)(=[O:10])=[O:9])[CH2:6][CH2:5][CH2:4][CH2:3][CH2:2]1.[H-].[Na+].CS(O[CH2:34][CH2:35][O:36][C:37]1[CH:42]=[CH:41][C:40]([CH2:43][CH2:44][N:45]2[CH2:49][C@@H:48]([C:50]3[CH:61]=[CH:60][C:53]4[O:54][C:55]([CH3:59])([CH3:58])[O:56][CH2:57][C:52]=4[CH:51]=3)[O:47][C:46]2=[O:62])=[CH:39][CH:38]=1)(=O)=O.P([O-])([O-])([O-])=O. Product: [CH:1]1([N:7]([CH2:19][O:20][CH2:21][CH2:22][Si:23]([CH3:26])([CH3:25])[CH3:24])[S:8]([C:11]2[CH:16]=[CH:15][CH:14]=[C:13]([CH2:17][O:18][CH2:34][CH2:35][O:36][C:37]3[CH:42]=[CH:41][C:40]([CH2:43][CH2:44][N:45]4[CH2:49][C@@H:48]([C:50]5[CH:61]=[CH:60][C:53]6[O:54][C:55]([CH3:58])([CH3:59])[O:56][CH2:57][C:52]=6[CH:51]=5)[O:47][C:46]4=[O:62])=[CH:39][CH:38]=3)[CH:12]=2)(=[O:10])=[O:9])[CH2:2][CH2:3][CH2:4][CH2:5][CH2:6]1. The catalyst class is: 18. (2) Reactant: [Cl:1][C:2]1[CH:10]=[C:9]([CH2:11][OH:12])[C:8]2[C:4](=[CH:5][N:6]([CH2:13][O:14][CH2:15][CH2:16][Si:17]([CH3:20])([CH3:19])[CH3:18])[N:7]=2)[CH:3]=1.C(N(CC)CC)C.[CH3:28][S:29](Cl)(=[O:31])=[O:30]. Product: [CH3:28][S:29]([O:12][CH2:11][C:9]1[C:8]2[C:4](=[CH:5][N:6]([CH2:13][O:14][CH2:15][CH2:16][Si:17]([CH3:20])([CH3:19])[CH3:18])[N:7]=2)[CH:3]=[C:2]([Cl:1])[CH:10]=1)(=[O:31])=[O:30]. The catalyst class is: 4.